From a dataset of Catalyst prediction with 721,799 reactions and 888 catalyst types from USPTO. Predict which catalyst facilitates the given reaction. Reactant: [Cl:1][C:2]1[C:3]([C:22](=[O:31])[NH:23][C:24]2[CH:29]=[CH:28][CH:27]=[CH:26][C:25]=2[CH3:30])=[C:4]([NH:8][C:9](=O)[C@@H:10]([NH:13][C:14](=[O:20])[O:15][C:16]([CH3:19])([CH3:18])[CH3:17])[CH2:11][CH3:12])[CH:5]=[CH:6][CH:7]=1.C(N(CC)CC)C.C/C(/O[Si](C)(C)C)=N\[Si](C)(C)C. Product: [Cl:1][C:2]1[CH:7]=[CH:6][CH:5]=[C:4]2[C:3]=1[C:22](=[O:31])[N:23]([C:24]1[CH:29]=[CH:28][CH:27]=[CH:26][C:25]=1[CH3:30])[C:9]([C@@H:10]([NH:13][C:14](=[O:20])[O:15][C:16]([CH3:19])([CH3:18])[CH3:17])[CH2:11][CH3:12])=[N:8]2. The catalyst class is: 23.